From a dataset of Forward reaction prediction with 1.9M reactions from USPTO patents (1976-2016). Predict the product of the given reaction. The product is: [Cl:1][C:2]1[CH:3]=[C:4]([C:8]2[NH:17][N:16]=[C:10]([CH3:11])[C:9]=2[NH2:13])[CH:5]=[CH:6][CH:7]=1. Given the reactants [Cl:1][C:2]1[CH:3]=[C:4]([C:8](=O)[C:9](=[N:13]O)[C:10](=O)[CH3:11])[CH:5]=[CH:6][CH:7]=1.[NH2:16][NH2:17], predict the reaction product.